This data is from Full USPTO retrosynthesis dataset with 1.9M reactions from patents (1976-2016). The task is: Predict the reactants needed to synthesize the given product. (1) Given the product [Br:1][C:2]1[CH:11]=[CH:10][C:9]2[C:4](=[CH:5][CH:6]=[C:7]([O:12][CH2:19][CH3:20])[CH:8]=2)[CH:3]=1, predict the reactants needed to synthesize it. The reactants are: [Br:1][C:2]1[CH:3]=[C:4]2[C:9](=[CH:10][CH:11]=1)[CH:8]=[C:7]([OH:12])[CH:6]=[CH:5]2.[OH-].[Na+].S(OCC)(O[CH2:19][CH3:20])(=O)=O.C(OCC)(=O)C. (2) Given the product [N:27]1([CH2:26][C:17]2[N:18]=[C:19]([O:22][CH2:23][CH2:24][CH3:25])[C:20]3[N:21]=[C:13]([C:9]4[CH:8]=[C:7]([OH:6])[CH:12]=[CH:11][CH:10]=4)[O:14][C:15]=3[N:16]=2)[CH2:28][CH2:29][O:30][CH2:31][CH2:32]1, predict the reactants needed to synthesize it. The reactants are: B(Br)(Br)Br.C[O:6][C:7]1[CH:8]=[C:9]([C:13]2[O:14][C:15]3[N:16]=[C:17]([CH2:26][N:27]4[CH2:32][CH2:31][O:30][CH2:29][CH2:28]4)[N:18]=[C:19]([O:22][CH2:23][CH2:24][CH3:25])[C:20]=3[N:21]=2)[CH:10]=[CH:11][CH:12]=1.C(=O)([O-])O.[Na+]. (3) Given the product [CH2:1]([O:8][C:14]([NH:13][S:10]([NH:23][CH2:22][CH2:21][C:20]([O:19][CH2:17][CH3:18])=[O:24])(=[O:12])=[O:11])=[O:15])[C:2]1[CH:7]=[CH:6][CH:5]=[CH:4][CH:3]=1, predict the reactants needed to synthesize it. The reactants are: [CH2:1]([OH:8])[C:2]1[CH:7]=[CH:6][CH:5]=[CH:4][CH:3]=1.Cl[S:10]([N:13]=[C:14]=[O:15])(=[O:12])=[O:11].Cl.[CH2:17]([O:19][C:20](=[O:24])[CH2:21][CH2:22][NH2:23])[CH3:18].C(N(CC)C(C)C)(C)C.Cl.